From a dataset of Forward reaction prediction with 1.9M reactions from USPTO patents (1976-2016). Predict the product of the given reaction. (1) Given the reactants [F:1][C:2]1[C:7]2[C:8]([C:18](=[O:21])[NH:19][CH3:20])=[C:9]([C:11]3[CH:16]=[CH:15][C:14]([F:17])=[CH:13][CH:12]=3)[O:10][C:6]=2[CH:5]=[CH:4][C:3]=1[C:22]1[CH:23]=[C:24]([CH:28]=[CH:29][C:30]=1[CH3:31])[C:25](O)=[O:26].[CH3:32][C:33]1[CH:38]=[CH:37][N:36]=[C:35]([C:39]2([NH2:42])[CH2:41][CH2:40]2)[N:34]=1.C(N(CC)CC)C, predict the reaction product. The product is: [F:1][C:2]1[C:7]2[C:8]([C:18]([NH:19][CH3:20])=[O:21])=[C:9]([C:11]3[CH:16]=[CH:15][C:14]([F:17])=[CH:13][CH:12]=3)[O:10][C:6]=2[CH:5]=[CH:4][C:3]=1[C:22]1[CH:23]=[C:24]([C:25](=[O:26])[NH:42][C:39]2([C:35]3[N:34]=[C:33]([CH3:32])[CH:38]=[CH:37][N:36]=3)[CH2:40][CH2:41]2)[CH:28]=[CH:29][C:30]=1[CH3:31]. (2) The product is: [CH3:1][C:2]1([C:5]#[C:6][C:7]2[CH:13]=[C:12]([N+:14]([O-:16])=[O:15])[CH:11]=[CH:10][C:8]=2[NH:9][C:23](=[O:27])[CH2:24][CH2:25][CH3:26])[CH2:4][CH2:3]1. Given the reactants [CH3:1][C:2]1([C:5]#[C:6][C:7]2[CH:13]=[C:12]([N+:14]([O-:16])=[O:15])[CH:11]=[CH:10][C:8]=2[NH2:9])[CH2:4][CH2:3]1.N1C=CC=CC=1.[C:23](Cl)(=[O:27])[CH2:24][CH2:25][CH3:26], predict the reaction product. (3) Given the reactants [CH2:1]([NH2:4])[CH:2]=[CH2:3].Cl[CH2:6][Si:7]([CH3:10])([CH3:9])[CH3:8].[OH-].[Na+], predict the reaction product. The product is: [CH2:1]([NH:4][CH2:6][Si:7]([CH3:10])([CH3:9])[CH3:8])[CH:2]=[CH2:3]. (4) Given the reactants [H-].[Na+].[CH3:3]S(C)=O.[I-].C[S+](C)C.[Cl:12][C:13]1[CH:18]=[CH:17][C:16]([C:19]2[C:23]([C:24]([C:26]3[CH:27]=[N:28][CH:29]=[CH:30][CH:31]=3)=[O:25])=[C:22]([C:32]3[CH:37]=[CH:36][C:35]([Cl:38])=[CH:34][CH:33]=3)[S:21][N:20]=2)=[CH:15][CH:14]=1, predict the reaction product. The product is: [Cl:12][C:13]1[CH:18]=[CH:17][C:16]([C:19]2[C:23]([C:24]3([C:26]4[CH:27]=[N:28][CH:29]=[CH:30][CH:31]=4)[CH2:3][O:25]3)=[C:22]([C:32]3[CH:33]=[CH:34][C:35]([Cl:38])=[CH:36][CH:37]=3)[S:21][N:20]=2)=[CH:15][CH:14]=1. (5) Given the reactants ClC1C=C(C=CC=1)C(OO)=O.[Cl:12][CH2:13][C:14]1[N:15]([CH2:27][CH2:28][NH:29][C:30](=[O:36])[O:31][C:32]([CH3:35])([CH3:34])[CH3:33])[C:16]2[C:25]3[CH:24]=[CH:23][CH:22]=[CH:21][C:20]=3[N:19]=[CH:18][C:17]=2[N:26]=1.[OH-].[NH4+:38].C1(C)C=CC(S(Cl)(=O)=O)=CC=1, predict the reaction product. The product is: [NH2:38][C:18]1[C:17]2[N:26]=[C:14]([CH2:13][Cl:12])[N:15]([CH2:27][CH2:28][NH:29][C:30](=[O:36])[O:31][C:32]([CH3:33])([CH3:35])[CH3:34])[C:16]=2[C:25]2[CH:24]=[CH:23][CH:22]=[CH:21][C:20]=2[N:19]=1. (6) Given the reactants Cl[C:2]1[C:3]([O:8][C:9]2[CH:15]=[CH:14][C:12]([NH2:13])=[CH:11][CH:10]=2)=[N:4][CH:5]=[CH:6][N:7]=1.[O:16]1[CH2:21][CH2:20][CH:19]([Mg]Cl)[CH2:18][CH2:17]1, predict the reaction product. The product is: [O:16]1[CH2:21][CH2:20][CH:19]([C:2]2[C:3]([O:8][C:9]3[CH:15]=[CH:14][C:12]([NH2:13])=[CH:11][CH:10]=3)=[N:4][CH:5]=[CH:6][N:7]=2)[CH2:18][CH2:17]1. (7) Given the reactants Br[C:2]1[CH:8]=[C:7]([S:9]([F:14])([F:13])([F:12])([F:11])[F:10])[CH:6]=[CH:5][C:3]=1[NH2:4].[C:15]([Si:17]([CH3:20])([CH3:19])[CH3:18])#[CH:16], predict the reaction product. The product is: [F:10][S:9]([F:14])([F:13])([F:12])([F:11])[C:7]1[CH:6]=[CH:5][C:3]([NH2:4])=[C:2]([C:16]#[C:15][Si:17]([CH3:20])([CH3:19])[CH3:18])[CH:8]=1.